Dataset: Forward reaction prediction with 1.9M reactions from USPTO patents (1976-2016). Task: Predict the product of the given reaction. (1) Given the reactants [CH3:1][S:2][C:3]1[CH:11]=[C:10]([C:12]([F:15])([F:14])[F:13])[CH:9]=[CH:8][C:4]=1[C:5]([OH:7])=O.C([O:18][C:19](=[O:41])[C:20]([O:23][C:24]1[CH:29]=[CH:28][C:27]([O:30][C:31]2[CH:36]=[CH:35][CH:34]=[C:33]([CH2:37][NH2:38])[CH:32]=2)=[CH:26][C:25]=1[CH2:39]C)([CH3:22])[CH3:21])C, predict the reaction product. The product is: [CH3:22][C:20]([O:23][C:24]1[CH:29]=[CH:28][C:27]([O:30][C:31]2[CH:36]=[CH:35][CH:34]=[C:33]([CH2:37][NH:38][C:5](=[O:7])[C:4]3[CH:8]=[CH:9][C:10]([C:12]([F:15])([F:14])[F:13])=[CH:11][C:3]=3[S:2][CH3:1])[CH:32]=2)=[CH:26][C:25]=1[CH3:39])([CH3:21])[C:19]([OH:41])=[O:18]. (2) Given the reactants Cl[CH2:2][C@H:3]([OH:20])[CH2:4][C:5]1[CH:10]=[CH:9][CH:8]=[C:7]([O:11][CH2:12][CH:13]([CH2:17][CH2:18][CH3:19])[CH2:14][CH2:15][CH3:16])[CH:6]=1.[N-:21]=[N+:22]=[N-:23].[Na+], predict the reaction product. The product is: [N:21]([CH2:2][C@H:3]([OH:20])[CH2:4][C:5]1[CH:10]=[CH:9][CH:8]=[C:7]([O:11][CH2:12][CH:13]([CH2:17][CH2:18][CH3:19])[CH2:14][CH2:15][CH3:16])[CH:6]=1)=[N+:22]=[N-:23]. (3) Given the reactants [NH2:1][C:2]1[N:7]=[CH:6][C:5]([C:8]2[CH:9]=[N:10][CH:11]=[C:12]([C:14]([O:16][CH3:17])=[O:15])[CH:13]=2)=[C:4]([C:18]2[S:19][CH:20]=[C:21]([C:23]([F:26])([F:25])[F:24])[N:22]=2)[CH:3]=1.[CH:27]([N:30]=[C:31]=[O:32])([CH3:29])[CH3:28], predict the reaction product. The product is: [CH:27]([NH:30][C:31](=[O:32])[NH:1][C:2]1[N:7]=[CH:6][C:5]([C:8]2[CH:9]=[N:10][CH:11]=[C:12]([C:14]([O:16][CH3:17])=[O:15])[CH:13]=2)=[C:4]([C:18]2[S:19][CH:20]=[C:21]([C:23]([F:26])([F:25])[F:24])[N:22]=2)[CH:3]=1)([CH3:29])[CH3:28]. (4) Given the reactants [CH3:1][C:2]1([CH3:31])[CH2:6][C:5]2[CH:7]=[CH:8][CH:9]=[C:10]([CH:11]([N:25]3[CH2:30][CH2:29][NH:28][CH2:27][CH2:26]3)[C:12]3[CH:24]=[CH:23][C:15]([C:16]([N:18]([CH2:21][CH3:22])[CH2:19][CH3:20])=[O:17])=[CH:14][CH:13]=3)[C:4]=2[O:3]1.[N:32]1[CH:37]=[CH:36][CH:35]=[CH:34][C:33]=1[CH:38]=O.CC(O)=O.C([BH3-])#N.[Na+], predict the reaction product. The product is: [CH3:31][C:2]1([CH3:1])[CH2:6][C:5]2[CH:7]=[CH:8][CH:9]=[C:10]([CH:11]([N:25]3[CH2:26][CH2:27][N:28]([CH2:38][C:33]4[CH:34]=[CH:35][CH:36]=[CH:37][N:32]=4)[CH2:29][CH2:30]3)[C:12]3[CH:24]=[CH:23][C:15]([C:16]([N:18]([CH2:21][CH3:22])[CH2:19][CH3:20])=[O:17])=[CH:14][CH:13]=3)[C:4]=2[O:3]1. (5) Given the reactants [CH2:1]([O:3][C:4]([N:6]1[C:15]2[C:10](=[N:11][C:12]([O:16][CH3:17])=[CH:13][CH:14]=2)[C@@H:9]([NH:18][C:19]2[O:20][C:21]([CH2:29][C:30]3[CH:35]=[C:34]([C:36]([F:39])([F:38])[F:37])[CH:33]=[C:32]([C:40]([F:43])([F:42])[F:41])[CH:31]=3)=[C:22]([C:24]([O:26]CC)=[O:25])[N:23]=2)[CH2:8][C@H:7]1[CH2:44][CH3:45])=[O:5])[CH3:2].O.[OH-].[Li+].Cl.C(OCC)(=O)C, predict the reaction product. The product is: [CH2:1]([O:3][C:4]([N:6]1[C:15]2[C:10](=[N:11][C:12]([O:16][CH3:17])=[CH:13][CH:14]=2)[C@@H:9]([NH:18][C:19]2[O:20][C:21]([CH2:29][C:30]3[CH:35]=[C:34]([C:36]([F:37])([F:38])[F:39])[CH:33]=[C:32]([C:40]([F:41])([F:42])[F:43])[CH:31]=3)=[C:22]([C:24]([OH:26])=[O:25])[N:23]=2)[CH2:8][C@H:7]1[CH2:44][CH3:45])=[O:5])[CH3:2]. (6) Given the reactants [OH:1][C:2]1[C:11]2[C:6](=[CH:7][CH:8]=[CH:9][CH:10]=2)[N:5]([N:12]2C(=O)C3C(=CC=CC=3)C2=O)[C:4](=[O:23])[C:3]=1[C:24]1[NH:29][C:28]2[S:30][CH:31]=[C:32]([CH2:33][O:34][CH2:35][O:36][CH3:37])[C:27]=2[S:26](=[O:39])(=[O:38])[N:25]=1.CNN.C(N(CC)CC)C, predict the reaction product. The product is: [NH2:12][N:5]1[C:6]2[C:11](=[CH:10][CH:9]=[CH:8][CH:7]=2)[C:2]([OH:1])=[C:3]([C:24]2[NH:29][C:28]3[S:30][CH:31]=[C:32]([CH2:33][O:34][CH2:35][O:36][CH3:37])[C:27]=3[S:26](=[O:39])(=[O:38])[N:25]=2)[C:4]1=[O:23]. (7) Given the reactants [CH2:1]([O:8][C:9](=[O:35])[C@H:10]([C:15](=[O:34])[C@@H:16]([OH:33])[C@H:17]([NH:25][C:26]([O:28][C:29]([CH3:32])([CH3:31])[CH3:30])=[O:27])[CH2:18][C:19]1[CH:24]=[CH:23][CH:22]=[CH:21][CH:20]=1)[CH2:11][CH:12]([CH3:14])[CH3:13])[C:2]1[CH:7]=[CH:6][CH:5]=[CH:4][CH:3]=1.CC1C=CC(S([O-])(=O)=O)=CC=1.C1C=C[NH+]=CC=1.[CH2:53]1[CH2:58][O:57][CH:56]=[CH:55][CH2:54]1.C([O-])([O-])=O.[K+].[K+], predict the reaction product. The product is: [CH2:1]([O:8][C:9](=[O:35])[C@H:10]([C:15](=[O:34])[C@@H:16]([O:33][CH:56]1[CH2:55][CH2:54][CH2:53][CH2:58][O:57]1)[C@H:17]([NH:25][C:26]([O:28][C:29]([CH3:30])([CH3:32])[CH3:31])=[O:27])[CH2:18][C:19]1[CH:20]=[CH:21][CH:22]=[CH:23][CH:24]=1)[CH2:11][CH:12]([CH3:13])[CH3:14])[C:2]1[CH:7]=[CH:6][CH:5]=[CH:4][CH:3]=1.